From a dataset of Reaction yield outcomes from USPTO patents with 853,638 reactions. Predict the reaction yield, written as a fraction of the theoretical maximum amount of product (1.0 means a 100% yield; for example, 0.34 means a 34% yield). (1) The reactants are [NH:1]1[C:11]2[C:6](=[CH:7][CH:8]=[CH:9][CH:10]=2)[C:4](=[O:5])[C:2]1=[O:3].[H-].[Na+].[Cl:14][C:15]1[S:16][C:17]([CH2:20]Cl)=[CH:18][CH:19]=1. The catalyst is O1CCOCC1. The product is [Cl:14][C:15]1[S:16][C:17]([CH2:20][N:1]2[C:11]3[C:6](=[CH:7][CH:8]=[CH:9][CH:10]=3)[C:4](=[O:5])[C:2]2=[O:3])=[CH:18][CH:19]=1. The yield is 0.220. (2) The reactants are [Cl:1][C:2]1[N:3]=[C:4]2[CH:12]=[C:11]([Cl:13])[CH:10]=[N:9][C:5]2=[N:6][C:7]=1Cl.[CH2:14]1[NH:19][CH2:18][CH2:17][N:16]2[CH2:20][CH2:21][CH2:22][CH:15]12. No catalyst specified. The product is [Cl:1][C:2]1[N:3]=[C:4]2[CH:12]=[C:11]([Cl:13])[CH:10]=[N:9][C:5]2=[N:6][C:7]=1[N:19]1[CH2:18][CH2:17][N:16]2[CH2:20][CH2:21][CH2:22][CH:15]2[CH2:14]1. The yield is 0.600. (3) The reactants are [Br:1][C:2]1[C:11]2[C:6](=[CH:7][CH:8]=[CH:9][CH:10]=2)[C:5]([C:12]2[CH:17]=[CH:16][C:15]([Cl:18])=[CH:14][CH:13]=2)=[C:4]([CH:19]([OH:22])[CH:20]=[CH2:21])[C:3]=1[CH3:23].C(N(CC)CC)C.[Si:31](OS(C(F)(F)F)(=O)=O)([C:34]([CH3:37])([CH3:36])[CH3:35])([CH3:33])[CH3:32]. The catalyst is C(Cl)Cl. The product is [Br:1][C:2]1[C:11]2[C:6](=[CH:7][CH:8]=[CH:9][CH:10]=2)[C:5]([C:12]2[CH:17]=[CH:16][C:15]([Cl:18])=[CH:14][CH:13]=2)=[C:4]([CH:19]([O:22][Si:31]([C:34]([CH3:37])([CH3:36])[CH3:35])([CH3:33])[CH3:32])[CH:20]=[CH2:21])[C:3]=1[CH3:23]. The yield is 0.840.